From a dataset of Reaction yield outcomes from USPTO patents with 853,638 reactions. Predict the reaction yield, written as a fraction of the theoretical maximum amount of product (1.0 means a 100% yield; for example, 0.34 means a 34% yield). (1) The reactants are Cl[C:2]1[N:3]=[CH:4][C:5]2[C:10]([C:11]=1[CH3:12])=[CH:9][CH:8]=[C:7]([O:13][CH3:14])[CH:6]=2.[C:15]([C:18]1[CH:23]=[CH:22][C:21](B(O)O)=[CH:20][CH:19]=1)([OH:17])=[O:16].C([O-])([O-])=O.[K+].[K+].O. The catalyst is COCCOCCO.O.C1C=CC(P(C2C=CC=CC=2)[C-]2C=CC=C2)=CC=1.C1C=CC(P(C2C=CC=CC=2)[C-]2C=CC=C2)=CC=1.Cl[Pd]Cl.[Fe+2].CCOC(C)=O. The product is [CH3:14][O:13][C:7]1[CH:6]=[C:5]2[C:10]([C:11]([CH3:12])=[C:2]([C:21]3[CH:22]=[CH:23][C:18]([C:15]([OH:17])=[O:16])=[CH:19][CH:20]=3)[N:3]=[CH:4]2)=[CH:9][CH:8]=1. The yield is 0.130. (2) The reactants are [Br:1][C:2]1[CH:3]=[C:4]([NH:10][C:11]2[N:16]=[CH:15][C:14](N3CCN(C(OC(C)(C)C)=O)CC3)=[CH:13][CH:12]=2)[C:5](=[O:9])[N:6]([CH3:8])[CH:7]=1.NC1N=CC([C:37]([N:39]2[CH2:44][CH2:43][O:42][CH2:41][CH2:40]2)=[O:38])=CC=1.BrC1C(=O)N(C)C=C(Br)C=1. No catalyst specified. The product is [Br:1][C:2]1[CH:3]=[C:4]([NH:10][C:11]2[CH:12]=[CH:13][C:14]([C:37]([N:39]3[CH2:44][CH2:43][O:42][CH2:41][CH2:40]3)=[O:38])=[CH:15][N:16]=2)[C:5](=[O:9])[N:6]([CH3:8])[CH:7]=1. The yield is 0.210. (3) The reactants are [CH3:1][C:2]1([CH3:33])[CH2:7][CH2:6][C:5]([C:8]2[CH:13]=[C:12]([C:14]([CH3:22])([N:16]3C[CH2:20][S:19][CH2:18][CH2:17]3)[CH3:15])[CH:11]=[CH:10][C:9]=2[NH:23][C:24]([C:26]2[NH:27][CH:28]=[C:29]([C:31]#[N:32])[N:30]=2)=[O:25])=[CH:4][CH2:3]1.OO.CCOC(C)=O. The catalyst is C(Cl)Cl.CC(C)[O-].[Ti+4].CC(C)[O-].CC(C)[O-].CC(C)[O-]. The product is [CH3:1][C:2]1([CH3:33])[CH2:7][CH2:6][C:5]([C:8]2[CH:13]=[C:12]([C:14]([CH3:15])([NH:16][CH2:17][CH2:18][S:19][CH3:20])[CH3:22])[CH:11]=[CH:10][C:9]=2[NH:23][C:24]([C:26]2[NH:27][CH:28]=[C:29]([C:31]#[N:32])[N:30]=2)=[O:25])=[CH:4][CH2:3]1. The yield is 0.800. (4) The reactants are [OH:1][CH2:2][CH:3]([CH2:21][OH:22])[CH2:4][O:5][C:6]1[C:13]([C:14]2[S:15][CH:16]=[CH:17][CH:18]=2)=[CH:12][C:9]([CH:10]=O)=[C:8]([O:19][CH3:20])[CH:7]=1.[C:23]([C:26]1[CH:31]=[CH:30][C:29]([S:32]([NH2:35])(=[O:34])=[O:33])=[CH:28][CH:27]=1)(=[O:25])[CH3:24]. No catalyst specified. The product is [OH:1][CH2:2][CH:3]([CH2:21][OH:22])[CH2:4][O:5][C:6]1[C:13]([C:14]2[S:15][CH:16]=[CH:17][CH:18]=2)=[CH:12][C:9](/[CH:10]=[CH:24]/[C:23]([C:26]2[CH:27]=[CH:28][C:29]([S:32]([NH2:35])(=[O:34])=[O:33])=[CH:30][CH:31]=2)=[O:25])=[C:8]([O:19][CH3:20])[CH:7]=1. The yield is 0.720. (5) The yield is 0.370. The product is [C:1]([O:5][C:6]([N:8]1[CH2:13][CH2:12][O:11][CH:10]([CH2:14][Br:17])[CH2:9]1)=[O:7])([CH3:4])([CH3:3])[CH3:2]. The catalyst is ClCCl. The reactants are [C:1]([O:5][C:6]([N:8]1[CH2:13][CH2:12][O:11][CH:10]([CH2:14]O)[CH2:9]1)=[O:7])([CH3:4])([CH3:3])[CH3:2].C(Br)(Br)(Br)[Br:17].C1(P(C2C=CC=CC=2)C2C=CC=CC=2)C=CC=CC=1.